This data is from Full USPTO retrosynthesis dataset with 1.9M reactions from patents (1976-2016). The task is: Predict the reactants needed to synthesize the given product. (1) Given the product [Cl:21][C:22]1[CH:23]=[C:24]([N:39]2[CH:43]=[N:42][C:41]([C:44]([N:59]([OH:60])[CH2:58][C:57]3[CH:56]=[CH:55][C:54]([O:47][C:48]4[CH:53]=[CH:52][CH:51]=[CH:50][CH:49]=4)=[CH:62][CH:61]=3)=[O:46])=[N:40]2)[CH:25]=[C:26]([Cl:38])[C:27]=1[O:28][CH2:29][C:30]1[CH:31]=[CH:32][C:33]([O:36][CH3:37])=[CH:34][CH:35]=1, predict the reactants needed to synthesize it. The reactants are: CCN=C=NCCCN(C)C.Cl.OC1C=CC=C[N+]=1[O-].[Cl:21][C:22]1[CH:23]=[C:24]([N:39]2[CH:43]=[N:42][C:41]([C:44]([OH:46])=O)=[N:40]2)[CH:25]=[C:26]([Cl:38])[C:27]=1[O:28][CH2:29][C:30]1[CH:35]=[CH:34][C:33]([O:36][CH3:37])=[CH:32][CH:31]=1.[O:47]([C:54]1[CH:62]=[CH:61][C:57]([CH2:58][NH:59][OH:60])=[CH:56][CH:55]=1)[C:48]1[CH:53]=[CH:52][CH:51]=[CH:50][CH:49]=1. (2) Given the product [I:8][C:7]1[C:2]([NH:10][CH3:9])=[N:3][CH:4]=[CH:5][CH:6]=1, predict the reactants needed to synthesize it. The reactants are: F[C:2]1[C:7]([I:8])=[CH:6][CH:5]=[CH:4][N:3]=1.[CH3:9][NH2:10]. (3) Given the product [Cl:22][C:23]1[CH:24]=[C:25]([N:29]2[C:5]([C:7]3[CH:17]=[CH:16][C:10]4[O:11][CH2:12][C:13](=[O:15])[NH:14][C:9]=4[CH:8]=3)=[CH:4][C:3]([C:2]([F:20])([F:19])[F:1])=[N:30]2)[CH:26]=[CH:27][CH:28]=1, predict the reactants needed to synthesize it. The reactants are: [F:1][C:2]([F:20])([F:19])[C:3](=O)[CH2:4][C:5]([C:7]1[CH:17]=[CH:16][C:10]2[O:11][CH2:12][C:13](=[O:15])[NH:14][C:9]=2[CH:8]=1)=O.Cl.[Cl:22][C:23]1[CH:24]=[C:25]([NH:29][NH2:30])[CH:26]=[CH:27][CH:28]=1. (4) Given the product [CH3:1][O:2][C:3]([C:5]1[S:6][C:7]([C:10](=[O:21])[NH:11][CH:12]([C:14]2[CH:19]=[CH:18][CH:17]=[C:16]([C:23]3[S:22][CH:26]=[CH:25][CH:24]=3)[CH:15]=2)[CH3:13])=[CH:8][CH:9]=1)=[O:4], predict the reactants needed to synthesize it. The reactants are: [CH3:1][O:2][C:3]([C:5]1[S:6][C:7]([C:10](=[O:21])[NH:11][CH:12]([C:14]2[CH:19]=[CH:18][CH:17]=[C:16](Br)[CH:15]=2)[CH3:13])=[CH:8][CH:9]=1)=[O:4].[S:22]1[CH:26]=[CH:25][CH:24]=[C:23]1B(O)O.C([O-])([O-])=O.[Na+].[Na+].